Dataset: Forward reaction prediction with 1.9M reactions from USPTO patents (1976-2016). Task: Predict the product of the given reaction. (1) The product is: [C:1]([NH:4][CH:5]1[CH2:6][CH2:7][N:8]([CH2:11][C:12]([NH:15][CH2:16][C:17]([N:19]([C:21]2[CH:26]=[CH:25][C:24]([Cl:27])=[C:23]([CH2:28][O:29][C:30]3[C:38]4[N:37]=[C:36]([O:39][CH3:40])[N:35]([CH2:41][C:42]5[CH:47]=[CH:46][CH:45]=[CH:44][N:43]=5)[C:34]=4[CH:33]=[CH:32][CH:31]=3)[C:22]=2[Cl:48])[CH3:20])=[O:18])=[O:14])[CH2:9][CH2:10]1)(=[O:3])[CH3:2]. Given the reactants [C:1]([NH:4][CH:5]1[CH2:10][CH2:9][N:8]([CH2:11][C:12]([OH:14])=O)[CH2:7][CH2:6]1)(=[O:3])[CH3:2].[NH2:15][CH2:16][C:17]([N:19]([C:21]1[CH:26]=[CH:25][C:24]([Cl:27])=[C:23]([CH2:28][O:29][C:30]2[C:38]3[N:37]=[C:36]([O:39][CH3:40])[N:35]([CH2:41][C:42]4[CH:47]=[CH:46][CH:45]=[CH:44][N:43]=4)[C:34]=3[CH:33]=[CH:32][CH:31]=2)[C:22]=1[Cl:48])[CH3:20])=[O:18], predict the reaction product. (2) The product is: [OH:10][CH:8]([C:4]1[CH:3]=[C:2]([NH:1][C:23](=[O:24])[O:22][C:18]([CH3:21])([CH3:20])[CH3:19])[CH:7]=[CH:6][CH:5]=1)[CH3:9]. Given the reactants [NH2:1][C:2]1[CH:3]=[C:4]([CH:8]([OH:10])[CH3:9])[CH:5]=[CH:6][CH:7]=1.C(N(CC)CC)C.[C:18]([O:22][C:23](O[C:23]([O:22][C:18]([CH3:21])([CH3:20])[CH3:19])=[O:24])=[O:24])([CH3:21])([CH3:20])[CH3:19], predict the reaction product. (3) Given the reactants [C:1]([O:5][C@@H:6]([C:11]1[C:42]([CH3:43])=[N:41][C:40]2=[CH:44][C:37]3=[N:38][N:39]2[C:12]=1[C:13]1[CH:47]=[C:46]2[C:16]([O:17][CH2:18][CH2:19][CH:20]2[CH2:21][CH:22]=[CH:23][CH2:24][CH2:25][C:26]2[CH:27]=[CH:28][CH:29]=[CH:30][C:31]=2[C:32]2[CH:45]=[C:36]3[CH:35]=[CH:34][CH:33]=2)=[CH:15][CH:14]=1)[C:7]([O:9][CH3:10])=[O:8])([CH3:4])([CH3:3])[CH3:2], predict the reaction product. The product is: [C:1]([O:5][C@@H:6]([C:11]1[C:42]([CH3:43])=[N:41][C:40]2=[CH:44][C:37]3=[N:38][N:39]2[C:12]=1[C:13]1[CH:47]=[C:46]2[C:16]([O:17][CH2:18][CH2:19][CH:20]2[CH2:21][CH2:22][CH2:23][CH2:24][CH2:25][C:26]2[CH:27]=[CH:28][CH:29]=[CH:30][C:31]=2[C:32]2[CH:45]=[C:36]3[CH:35]=[CH:34][CH:33]=2)=[CH:15][CH:14]=1)[C:7]([O:9][CH3:10])=[O:8])([CH3:4])([CH3:2])[CH3:3]. (4) The product is: [Cl:19][C:14]1[CH:15]=[CH:16][CH:17]=[C:18]2[C:13]=1[N:12]=[CH:11][N:10]=[C:9]2[C:3]1[CH:4]=[C:5]([O:8][C:25]2[CH:26]=[CH:21][CH:22]=[C:23]([S:27]([CH:30]([CH3:32])[CH3:31])(=[O:28])=[O:29])[CH:24]=2)[CH:6]=[CH:7][C:2]=1[Cl:1]. Given the reactants [Cl:1][C:2]1[CH:7]=[CH:6][C:5]([OH:8])=[CH:4][C:3]=1[C:9]1[C:18]2[C:13](=[C:14]([Cl:19])[CH:15]=[CH:16][CH:17]=2)[N:12]=[CH:11][N:10]=1.Br[C:21]1[CH:26]=[CH:25][CH:24]=[C:23]([S:27]([CH:30]([CH3:32])[CH3:31])(=[O:29])=[O:28])[CH:22]=1, predict the reaction product. (5) The product is: [CH3:16][C:17]1([CH3:27])[O:21][C:20](=[CH:22][C:23]([NH:7][CH2:6][C:5]2[CH:8]=[CH:9][C:2]([F:1])=[CH:3][CH:4]=2)=[O:24])[C:19](=[O:26])[O:18]1. Given the reactants [F:1][C:2]1[CH:9]=[CH:8][C:5]([CH2:6][NH2:7])=[CH:4][CH:3]=1.N1CCOCC1.[CH3:16][C:17]1([CH3:27])[O:21][C:20](=[CH:22][C:23](Cl)=[O:24])[C:19](=[O:26])[O:18]1, predict the reaction product. (6) The product is: [N:1]1([CH2:6][CH:7]([C:9]2[CH:14]=[CH:13][CH:12]=[CH:11][CH:10]=2)[O:8][C:23]2[CH:24]=[C:25]3[C:30](=[CH:31][CH:32]=2)[C:29](=[O:33])[CH2:28][CH2:27][CH2:26]3)[CH:5]=[CH:4][N:3]=[CH:2]1. Given the reactants [N:1]1([CH2:6][CH:7]([C:9]2[CH:14]=[CH:13][CH:12]=[CH:11][CH:10]=2)[OH:8])[CH:5]=[CH:4][N:3]=[CH:2]1.N1(CCO[C:23]2[CH:24]=[C:25]3[C:30](=[CH:31][CH:32]=2)[C:29](=[O:33])[CH2:28][CH2:27][CH2:26]3)C=CN=C1, predict the reaction product. (7) Given the reactants [CH:1]([C:4]1[C:5]([O:33]COC)=[CH:6][C:7]([O:29]COC)=[C:8]([C:10]2[N:11]([C:16]3[CH:21]=[CH:20][C:19]([CH2:22][N:23]4[CH2:28][CH2:27][O:26][CH2:25][CH2:24]4)=[CH:18][CH:17]=3)[C:12](=[S:15])[NH:13][N:14]=2)[CH:9]=1)([CH3:3])[CH3:2].Cl.[OH-].[Na+], predict the reaction product. The product is: [CH:1]([C:4]1[CH:9]=[C:8]([C:10]2[N:11]([C:16]3[CH:21]=[CH:20][C:19]([CH2:22][N:23]4[CH2:28][CH2:27][O:26][CH2:25][CH2:24]4)=[CH:18][CH:17]=3)[C:12]([SH:15])=[N:13][N:14]=2)[C:7]([OH:29])=[CH:6][C:5]=1[OH:33])([CH3:3])[CH3:2]. (8) Given the reactants [CH2:1](Br)[CH2:2][CH2:3][CH3:4].[OH:6][C:7]1[CH:17]=[CH:16][C:10]([C:11]([O:13]CC)=[O:12])=[CH:9][CH:8]=1.C(=O)([O-])[O-].[K+].[K+].C(OC1C=C(C=CC=1)C(O)=O)CC, predict the reaction product. The product is: [CH2:1]([O:6][C:7]1[CH:17]=[CH:16][C:10]([C:11]([OH:13])=[O:12])=[CH:9][CH:8]=1)[CH2:2][CH2:3][CH3:4].